From a dataset of Catalyst prediction with 721,799 reactions and 888 catalyst types from USPTO. Predict which catalyst facilitates the given reaction. (1) Product: [Cl:19][C:16]1[CH:17]=[CH:18][C:11]2[CH2:10][CH2:9][NH:8][CH2:14][CH2:13][C:12]=2[C:15]=1[CH2:20][S:21][C:22]1[CH:23]=[CH:24][C:25]([C:28]2[N:29]=[C:30]([NH:33][CH2:34][CH:35]3[CH2:37][CH2:36]3)[S:31][CH:32]=2)=[CH:26][CH:27]=1. The catalyst class is: 2. Reactant: C(OC([N:8]1[CH2:14][CH2:13][C:12]2[C:15]([CH2:20][S:21][C:22]3[CH:27]=[CH:26][C:25]([C:28]4[N:29]=[C:30]([NH:33][CH2:34][CH:35]5[CH2:37][CH2:36]5)[S:31][CH:32]=4)=[CH:24][CH:23]=3)=[C:16]([Cl:19])[CH:17]=[CH:18][C:11]=2[CH2:10][CH2:9]1)=O)(C)(C)C.FC(F)(F)C(O)=O. (2) Reactant: [F:1][C:2]1[CH:9]=[CH:8][C:5]([C:6]#[N:7])=[C:4]([C:10]2[N:11]=[N:12][N:13]([CH3:15])[N:14]=2)[CH:3]=1.[ClH:16]. Product: [ClH:16].[F:1][C:2]1[CH:9]=[CH:8][C:5]([CH2:6][NH2:7])=[C:4]([C:10]2[N:11]=[N:12][N:13]([CH3:15])[N:14]=2)[CH:3]=1. The catalyst class is: 29. (3) Reactant: [NH:1]1[CH2:6][CH2:5][O:4][CH2:3][C:2]1=[NH:7].Br[C:9](=[CH:12]OC(C)C)[CH:10]=[O:11].C(=O)([O-])[O-].[K+].[K+]. Product: [N:7]1[C:9]([CH:10]=[O:11])=[CH:12][N:1]2[CH2:6][CH2:5][O:4][CH2:3][C:2]=12. The catalyst class is: 10. (4) Reactant: [CH2:1]([O:3][C:4]1[CH:5]=[C:6]([CH:12]([N:17]2[C:21](=[O:22])[C:20]3=[CH:23][CH:24]=[CH:25][CH:26]=[C:19]3[C:18]2=[O:27])[CH2:13][C:14](O)=[O:15])[CH:7]=[CH:8][C:9]=1[O:10][CH3:11])[CH3:2].Cl.[NH2:29][OH:30]. Product: [CH2:1]([O:3][C:4]1[CH:5]=[C:6]([CH:12]([N:17]2[C:21](=[O:22])[C:20]3=[CH:23][CH:24]=[CH:25][CH:26]=[C:19]3[C:18]2=[O:27])[CH2:13][C:14]([NH:29][OH:30])=[O:15])[CH:7]=[CH:8][C:9]=1[O:10][CH3:11])[CH3:2]. The catalyst class is: 7. (5) Reactant: [NH2:1][C:2]1[C:3]2[CH2:17][CH2:16][C:15]3[C:10](=[CH:11][CH:12]=[CH:13][CH:14]=3)[C:4]=2[S:5][C:6]=1[C:7]([NH2:9])=[O:8].Br.[Br:19][CH2:20][CH2:21][NH2:22]. Product: [BrH:19].[NH2:22][CH2:21][CH2:20][NH:1][C:2]1[C:3]2[CH2:17][CH2:16][C:15]3[C:10](=[CH:11][CH:12]=[CH:13][CH:14]=3)[C:4]=2[S:5][C:6]=1[C:7]([NH2:9])=[O:8]. The catalyst class is: 3. (6) Reactant: [Cl:1][C:2]1[CH:3]=[N+:4]([O-:42])[CH:5]=[C:6]([Cl:41])[C:7]=1[CH2:8][C@@H:9]([C:26]1[CH:31]=[CH:30][C:29]([O:32][CH:33]([F:35])[F:34])=[C:28]([O:36][CH2:37][CH:38]2[CH2:40][CH2:39]2)[CH:27]=1)[O:10][C:11](=[O:25])[C:12]1[CH:17]=[CH:16][C:15]([S:18][CH3:19])=[C:14]([NH:20][S:21]([CH3:24])(=[O:23])=[O:22])[CH:13]=1.Cl[CH2:44][CH2:45][N:46]1[CH2:51][CH2:50][O:49][CH2:48][CH2:47]1.C([O-])([O-])=O.[K+].[K+]. Product: [Cl:1][C:2]1[CH:3]=[N+:4]([O-:42])[CH:5]=[C:6]([Cl:41])[C:7]=1[CH2:8][C@@H:9]([C:26]1[CH:31]=[CH:30][C:29]([O:32][CH:33]([F:34])[F:35])=[C:28]([O:36][CH2:37][CH:38]2[CH2:40][CH2:39]2)[CH:27]=1)[O:10][C:11](=[O:25])[C:12]1[CH:17]=[CH:16][C:15]([S:18][CH3:19])=[C:14]([N:20]([CH2:44][CH2:45][N:46]2[CH2:51][CH2:50][O:49][CH2:48][CH2:47]2)[S:21]([CH3:24])(=[O:23])=[O:22])[CH:13]=1. The catalyst class is: 18. (7) Reactant: ClC1C=CC(C(=O)[CH2:9][NH:10][C:11](=[O:35])[CH2:12][CH:13]([CH2:18][N:19]2[CH2:24][CH2:23][CH2:22][CH:21]([C:25]3[CH:30]=[CH:29][CH:28]=[C:27]([C:31]([F:34])([F:33])[F:32])[CH:26]=3)[CH2:20]2)[C:14]([F:17])([F:16])[F:15])=CC=1.O=P(Cl)(Cl)[Cl:39].[C:42]1([CH3:48])[CH:47]=[CH:46][CH:45]=[CH:44][CH:43]=1.C([O-])([O-])=O.[Na+].[Na+]. Product: [Cl:39][C:45]1[CH:46]=[CH:47][C:42]([C:48]2[O:35][C:11]([CH2:12][CH:13]([C:14]([F:17])([F:15])[F:16])[CH2:18][N:19]3[CH2:24][CH2:23][CH2:22][CH:21]([C:25]4[CH:30]=[CH:29][CH:28]=[C:27]([C:31]([F:32])([F:33])[F:34])[CH:26]=4)[CH2:20]3)=[N:10][CH:9]=2)=[CH:43][CH:44]=1. The catalyst class is: 13. (8) The catalyst class is: 31. Product: [NH2:1][C:2]1[C:11]2[C:6](=[C:7]([F:24])[C:8]([NH:15][C:16]3[CH:21]=[CH:20][C:19]([Br:22])=[CH:18][C:17]=3[F:23])=[C:9]([C:12]([NH:31][NH2:32])=[O:14])[CH:10]=2)[N:5]=[N:4][CH:3]=1. Reactant: [NH2:1][C:2]1[C:11]2[C:6](=[C:7]([F:24])[C:8]([NH:15][C:16]3[CH:21]=[CH:20][C:19]([Br:22])=[CH:18][C:17]=3[F:23])=[C:9]([C:12]([OH:14])=O)[CH:10]=2)[N:5]=[N:4][CH:3]=1.C1C=CC2N(O)[N:32]=[N:31]C=2C=1.CCN=C=NCCCN(C)C.NN.